Dataset: Reaction yield outcomes from USPTO patents with 853,638 reactions. Task: Predict the reaction yield, written as a fraction of the theoretical maximum amount of product (1.0 means a 100% yield; for example, 0.34 means a 34% yield). The reactants are [Br:1][C:2]1[C:14]([F:15])=[CH:13][C:12]([C:16](O)=[O:17])=[C:11]2[C:3]=1[C:4]1[CH2:5][CH2:6][CH:7]([C:19]([O:21][CH2:22][CH3:23])=[O:20])[CH2:8][C:9]=1[NH:10]2.C(Cl)CCl.C1C=CC2N(O)N=[N:34]C=2C=1.[OH-].[NH4+]. The catalyst is C1COCC1.C(Cl)Cl.CCOC(C)=O. The product is [Br:1][C:2]1[C:14]([F:15])=[CH:13][C:12]([C:16](=[O:17])[NH2:34])=[C:11]2[C:3]=1[C:4]1[CH2:5][CH2:6][CH:7]([C:19]([O:21][CH2:22][CH3:23])=[O:20])[CH2:8][C:9]=1[NH:10]2. The yield is 0.840.